This data is from Peptide-MHC class I binding affinity with 185,985 pairs from IEDB/IMGT. The task is: Regression. Given a peptide amino acid sequence and an MHC pseudo amino acid sequence, predict their binding affinity value. This is MHC class I binding data. (1) The peptide sequence is FLDGVNLVA. The MHC is HLA-A26:01 with pseudo-sequence HLA-A26:01. The binding affinity (normalized) is 0. (2) The peptide sequence is LTDKKTFII. The MHC is HLA-A02:01 with pseudo-sequence HLA-A02:01. The binding affinity (normalized) is 0.373.